Dataset: Full USPTO retrosynthesis dataset with 1.9M reactions from patents (1976-2016). Task: Predict the reactants needed to synthesize the given product. Given the product [Br:1][C:2]1[CH:10]=[CH:9][C:5]([C:6]([NH:43][C:44]2[CH:45]=[C:46]([C:47]#[N:48])[CH:49]=[CH:50][N:51]=2)=[O:8])=[C:4]([F:11])[CH:3]=1, predict the reactants needed to synthesize it. The reactants are: [Br:1][C:2]1[CH:10]=[CH:9][C:5]([C:6]([OH:8])=O)=[C:4]([F:11])[CH:3]=1.CN(C(ON1N=NC2C=CC=NC1=2)=[N+](C)C)C.F[P-](F)(F)(F)(F)F.C(N(CC)CC)C.[NH2:43][C:44]1[CH:45]=[C:46]([CH:49]=[CH:50][N:51]=1)[C:47]#[N:48].